The task is: Binary Classification. Given a drug SMILES string, predict its activity (active/inactive) in a high-throughput screening assay against a specified biological target.. This data is from M1 muscarinic receptor antagonist screen with 61,756 compounds. (1) The drug is O(c1c2c(nccc2)c(NC(=O)c2ncc(nc2)C)cc1)C. The result is 0 (inactive). (2) The compound is O=C1N(CCC1)CCCN\C=C1\C(=O)c2c(C1=O)cccc2. The result is 0 (inactive).